Dataset: Reaction yield outcomes from USPTO patents with 853,638 reactions. Task: Predict the reaction yield, written as a fraction of the theoretical maximum amount of product (1.0 means a 100% yield; for example, 0.34 means a 34% yield). The reactants are [NH2:1][C:2]1[N:10]=[CH:9][N:8]=[C:7]2[C:3]=1[N:4]=[CH:5][N:6]2[C@H:11]1[C@@H:15]2[O:16]C(C)(C)[O:18][C@@H:14]2[C@@H:13]([CH2:21][N:22]([CH3:38])[CH2:23][CH2:24][CH2:25][NH:26][C:27]([NH:29][C:30]2[CH:35]=[CH:34][C:33]([Cl:36])=[C:32]([Cl:37])[CH:31]=2)=[O:28])[O:12]1.C([O-])([O-])=O.[K+].[K+]. The catalyst is C(O)(C(F)(F)F)=O.O. The product is [NH2:1][C:2]1[N:10]=[CH:9][N:8]=[C:7]2[C:3]=1[N:4]=[CH:5][N:6]2[C@@H:11]1[O:12][C@H:13]([CH2:21][N:22]([CH3:38])[CH2:23][CH2:24][CH2:25][NH:26][C:27]([NH:29][C:30]2[CH:35]=[CH:34][C:33]([Cl:36])=[C:32]([Cl:37])[CH:31]=2)=[O:28])[C@@H:14]([OH:18])[C@H:15]1[OH:16]. The yield is 0.770.